This data is from Full USPTO retrosynthesis dataset with 1.9M reactions from patents (1976-2016). The task is: Predict the reactants needed to synthesize the given product. (1) Given the product [Br:36][C:37]1[CH:38]=[C:39]([CH:40]=[O:41])[CH:42]=[CH:43][C:44]=1[C:73]1[CH:74]=[CH:75][CH:76]=[C:71]([N:51]2[C:50]3[N:86]=[CH:87][C:47]([F:46])=[CH:48][C:49]=3[C:54](=[O:55])[N:53]([C@@H:56]3[CH2:61][CH2:60][C@H:59]([NH:62][C:63](=[O:69])[O:64][C:65]([CH3:66])([CH3:67])[CH3:68])[CH2:58][CH2:57]3)[C:52]2=[O:70])[CH:72]=1, predict the reactants needed to synthesize it. The reactants are: C1(P(C2CCCCC2)C2C=CC=CC=2C2C(OC)=CC=CC=2OC)CCCCC1.C(=O)([O-])[O-].[K+].[K+].[Br:36][C:37]1[CH:38]=[C:39]([CH:42]=[CH:43][C:44]=1Br)[CH:40]=[O:41].[F:46][C:47]1[CH:87]=[N:86][C:50]2[N:51]([C:71]3[CH:76]=[CH:75][CH:74]=[C:73](B4OC(C)(C)C(C)(C)O4)[CH:72]=3)[C:52](=[O:70])[N:53]([C@@H:56]3[CH2:61][CH2:60][C@H:59]([NH:62][C:63](=[O:69])[O:64][C:65]([CH3:68])([CH3:67])[CH3:66])[CH2:58][CH2:57]3)[C:54](=[O:55])[C:49]=2[CH:48]=1. (2) Given the product [S:6]1[C:10]([C:11]2[C:12]([O:21][CH3:22])=[CH:13][C:14]([O:19][CH3:20])=[C:15](/[CH:16]=[CH:28]/[C:27]([C:30]3[CH:38]=[CH:37][C:33]([C:34]([OH:36])=[O:35])=[CH:32][CH:31]=3)=[O:29])[CH:18]=2)=[CH:9][C:8]2[CH:23]=[CH:24][CH:25]=[CH:26][C:7]1=2, predict the reactants needed to synthesize it. The reactants are: CC(OO)=O.[S:6]1[C:10]([C:11]2[C:12]([O:21][CH3:22])=[CH:13][C:14]([O:19][CH3:20])=[C:15]([CH:18]=2)[CH:16]=O)=[CH:9][C:8]2[CH:23]=[CH:24][CH:25]=[CH:26][C:7]1=2.[C:27]([C:30]1[CH:38]=[CH:37][C:33]([C:34]([OH:36])=[O:35])=[CH:32][CH:31]=1)(=[O:29])[CH3:28].C[O-].[Li+].Cl. (3) Given the product [CH3:26][C:20]1[CH:21]=[CH:22][C:23]([NH:25][C:32]([C:28]2[S:27][CH:31]=[CH:30][CH:29]=2)=[O:33])=[CH:24][C:19]=1[CH2:18][CH2:17][N:14]1[CH2:13][CH2:12][CH:11]([C:7]2[C:6]3[C:10](=[C:2]([Cl:1])[CH:3]=[CH:4][CH:5]=3)[NH:9][CH:8]=2)[CH2:16][CH2:15]1, predict the reactants needed to synthesize it. The reactants are: [Cl:1][C:2]1[CH:3]=[CH:4][CH:5]=[C:6]2[C:10]=1[NH:9][CH:8]=[C:7]2[CH:11]1[CH2:16][CH2:15][N:14]([CH2:17][CH2:18][C:19]2[CH:24]=[C:23]([NH2:25])[CH:22]=[CH:21][C:20]=2[CH3:26])[CH2:13][CH2:12]1.[S:27]1[CH:31]=[CH:30][CH:29]=[C:28]1[C:32](Cl)=[O:33]. (4) The reactants are: [Br:1][C:2]1[CH:7]=[C:6]([F:8])[CH:5]=[C:4]([N+:9]([O-:11])=[O:10])[C:3]=1[OH:12].[C:13](=O)([O-])[O-].[K+].[K+].IC. Given the product [Br:1][C:2]1[CH:7]=[C:6]([F:8])[CH:5]=[C:4]([N+:9]([O-:11])=[O:10])[C:3]=1[O:12][CH3:13], predict the reactants needed to synthesize it.